This data is from Full USPTO retrosynthesis dataset with 1.9M reactions from patents (1976-2016). The task is: Predict the reactants needed to synthesize the given product. Given the product [F:1][C:2]1[CH:3]=[CH:4][C:5]([N:8]2[C:12]([CH2:13][O:14][C:15]3[CH:23]=[CH:22][C:18]([C:19]([NH:25][N:26]4[CH2:31][CH2:30][O:29][CH2:28][CH2:27]4)=[O:21])=[CH:17][N:16]=3)=[C:11]([CH3:24])[N:10]=[N:9]2)=[CH:6][CH:7]=1, predict the reactants needed to synthesize it. The reactants are: [F:1][C:2]1[CH:7]=[CH:6][C:5]([N:8]2[C:12]([CH2:13][O:14][C:15]3[CH:23]=[CH:22][C:18]([C:19]([OH:21])=O)=[CH:17][N:16]=3)=[C:11]([CH3:24])[N:10]=[N:9]2)=[CH:4][CH:3]=1.[NH2:25][N:26]1[CH2:31][CH2:30][O:29][CH2:28][CH2:27]1.